Dataset: Full USPTO retrosynthesis dataset with 1.9M reactions from patents (1976-2016). Task: Predict the reactants needed to synthesize the given product. (1) Given the product [CH3:26][NH:27][C:5]1[C:4]([F:21])=[C:3]([S:22]([NH2:25])(=[O:24])=[O:23])[C:2]([F:1])=[C:7]([F:8])[C:6]=1[S:9]([CH2:12][CH2:13][C:14]1[CH:19]=[CH:18][CH:17]=[CH:16][CH:15]=1)(=[O:11])=[O:10], predict the reactants needed to synthesize it. The reactants are: [F:1][C:2]1[C:7]([F:8])=[C:6]([S:9]([CH2:12][CH2:13][C:14]2[CH:19]=[CH:18][CH:17]=[CH:16][CH:15]=2)(=[O:11])=[O:10])[C:5](F)=[C:4]([F:21])[C:3]=1[S:22]([NH2:25])(=[O:24])=[O:23].[CH3:26][NH2:27]. (2) The reactants are: [N:1]1([S:7]([C:10]2[CH:15]=[CH:14][C:13]([CH2:16][NH:17][C:18](=[O:29])OC3C=CC([N+]([O-])=O)=CC=3)=[CH:12][CH:11]=2)(=[O:9])=[O:8])[CH2:6][CH2:5][O:4][CH2:3][CH2:2]1.[CH2:30]1[C:38]2[CH:37]=[CH:36][N:35]=[CH:34][C:33]=2[CH2:32][NH:31]1. Given the product [N:1]1([S:7]([C:10]2[CH:11]=[CH:12][C:13]([CH2:16][NH:17][C:18]([N:31]3[CH2:30][C:38]4[CH:37]=[CH:36][N:35]=[CH:34][C:33]=4[CH2:32]3)=[O:29])=[CH:14][CH:15]=2)(=[O:8])=[O:9])[CH2:2][CH2:3][O:4][CH2:5][CH2:6]1, predict the reactants needed to synthesize it.